Dataset: Drug-target binding data from BindingDB using Kd measurements. Task: Regression. Given a target protein amino acid sequence and a drug SMILES string, predict the binding affinity score between them. We predict pKd (pKd = -log10(Kd in M); higher means stronger binding). Dataset: bindingdb_kd. (1) The pKd is 5.7. The small molecule is O=C(N/N=C/c1ccc(Sc2ccccn2)o1)c1cccc(F)c1. The target protein sequence is SKRSSDPSPAGDNEIERVFVWDLDETIIIFHSLLTGTFASRYGKDTTTSVRIGLMMEEMIFNLADTHLFFNDLEDCDQIHVDDVSSDDNGQDLSTYNFSADGFHSSAPGANLCLGSGVHGGVDWMRKLAFRYRRVKEMYNTYKNNVGGLIGTPKRETWLQLRAELEALTDLWLTHSLKALNLINSRPNCVNVLVTTTQLIPALAKVLLYGLGSVFPIENIYSATKTGKESCFERIMQRFGRKAVYVVIGDGVEEEQGAKKHNMPFWRISCHADLEALRHALELEYL. (2) The drug is COc1ccc(/C=C/C(=O)NCCNC(=O)/C=C/c2ccc(OC)cc2OC)c(OC)c1. The target protein (Q9Y6Y9) has sequence MLPFLFFSTLFSSIFTEAQKQYWVCNSSDASISYTYCDKMQYPISINVNPCIELKRSKGLLHIFYIPRRDLKQLYFNLYITVNTMNLPKRKEVICRGSDDDYSFCRALKGETVNTTISFSFKGIKFSKGKYKCVVEAISGSPEEMLFCLEFVILHQPNSN. The pKd is 4.5. (3) The small molecule is Cn1cc(-c2ccc3nnc(Sc4ccc5ncccc5c4)n3n2)cn1. The pKd is 5.0. The target protein sequence is MGDEKDSWKVKTLDEILQEKKRRKEQEEKAEIKRLKNSDDRDSKRDSLEEGELRDHRMEITIRNSPYRREDSMEDRGEEDDSLAIKPPQQMSRKEKVHHRKDEKRKEKRRHRSHSAEGGKHARVKEKEREHERRKRHREEQDKARREWERQKRREMAREHSRRERDRLEQLERKRERERKMREQQKEQREQKERERRAEERRKEREARREVSAHHRTMREDYSDKVKASHWSRSPPRPPRERFELGDGRKPGEARPARAQKPAQLKEEKMEERDLLSDLQDISDSERKTSSAESSSAESGSGSEEEEEEEEEEEEEGSTSEESEEEEEEEEEEEEETGSNSEEASEQSAEEVSEEEMSEDEERENENHLLVVPESRFDRDSGESEEAEEEVGEGTPQSSALTEGDYVPDSPALSPIELKQELPKYLPALQGCRSVEEFQCLNRIEEGTYGVVYRAKDKKTDEIVALKRLKMEKEKEGFPITSLREINTILKAQHPNIVTV.... (4) The small molecule is Nc1ccc2cc3ccc(N)cc3nc2c1. The target protein (P15494) has sequence MGVFNYETETTSVIPAARLFKAFILDGDNLFPKVAPQAISSVENIEGNGGPGTIKKISFPEGFPFKYVKDRVDEVDHTNFKYNYSVIEGGPIGDTLEKISNEIKIVATPDGGSILKISNKYHTKGDHEVKAEQVKASKEMGETLLRAVESYLLAHSDAYN. The pKd is 3.9. (5) The compound is CC(C)CCC[C@@H](C)[C@H]1CC[C@H]2[C@@H]3CCC4=CC(=O)CC[C@]4(C)[C@H]3CC[C@@]21C. The target protein (P9WPL4) has sequence MRANQPVFRDRNGLAAASTYQAVIDAERQPELFSNAGGIRPDQPALPMMIDMDDPAHLLRRKLVNAGFTRKRVKDKEASIAALCDTLIDAVCERGECDFVRDLAAPLPMAVIGDMLGVRPEQRDMFLRWSDDLVTFLSSHVSQEDFQITMDAFAAYNDFTRATIAARRADPTDDLVSVLVSSEVDGERLSDDELVMETLLILIGGDETTRHTLSGGTEQLLRNRDQWDLLQRDPSLLPGAIEEMLRWTAPVKNMCRVLTADTEFHGTALCAGEKMMLLFESANFDEAVFCEPEKFDVQRNPNSHLAFGFGTHFCLGNQLARLELSLMTERVLRRLPDLRLVADDSVLPLRPANFVSGLESMPVVFTPSPPLG. The pKd is 6.4. (6) The small molecule is COc1cc(Nc2c(C#N)cnc3cc(OCCCN4CCN(C)CC4)c(OC)cc23)c(Cl)cc1Cl. The target is PFCDPK1(Pfalciparum). The pKd is 5.0. (7) The small molecule is CCN(CC)CCNC(=O)c1c(C)[nH]c(/C=C2\C(=O)Nc3ccc(F)cc32)c1C. The target protein (P57058) has sequence MPAAAGDGLLGEPAAPGGGGGAEDAARPAAACEGSFLPAWVSGVPRERLRDFQHHKRVGNYLIGSRKLGEGSFAKVREGLHVLTGEKVAIKVIDKKRAKKDTYVTKNLRREGQIQQMIRHPNITQLLDILETENSYYLVMELCPGGNLMHKIYEKKRLEESEARRYIRQLISAVEHLHRAGVVHRDLKIENLLLDEDNNIKLIDFGLSNCAGILGYSDPFSTQCGSPAYAAPELLARKKYGPKIDVWSIGVNMYAMLTGTLPFTVEPFSLRALYQKMVDKEMNPLPTQLSTGAISFLRSLLEPDPVKRPNIQQALANRWLNENYTGKVPCNVTYPNRISLEDLSPSVVLHMTEKLGYKNSDVINTVLSNRACHILAIYFLLNKKLERYLSGKSDIQDSLCYKTRLYQIEKYRAPKESYEASLDTWTRDLEFHAVQDKKPKEQEKRGDFLHRPFSKKLDKNLPSHKQPSGSLMTQIQNTKALLKDRKASKSSFPDKDSFGC.... The pKd is 6.3.